From a dataset of Antibody developability classification from SAbDab with 2,409 antibodies. Regression/Classification. Given an antibody's heavy chain and light chain sequences, predict its developability. TAP uses regression for 5 developability metrics; SAbDab uses binary classification. (1) The antibody is ['QIQLVQSGPELKKPGETVKISCKASGYTFTNYGMNWVKQAPGKGLKWMGWINTNTGEPTYGEEFKGRFAFSLETSASTANLQINNLKNEDTATFFCARGEDNFGSLSDYWGQGTTVTVSS', 'DIVMTQSPKFMSTSVGDRVTITCKASQDVSTAVVWYQQKPGQSPKLLIYWASTRHIGVPDRFAGSGSGTDYTLTISSVQAEDLALYYCQQHYSPPWTFGGGTKLEIK']. Result: 0 (not developable). (2) The antibody is ['EVKLVESGGGLVQPGGSLRLSCATSGFTFTDYYMNWVRQPPGKALEWLGFIGNKANGYTTEYSASVKGRFTISRDKSQSILYLQMNTLRAEDSATYYCTRDRGLRFYFDYWGQGTTLTVSS', 'QTVLSQSPAILSASPGEKVTMTCRASSSVTYIHWYQQKPGSSPKSWIYATSNLASGVPARFSGSGSGTSYSLTISRVEAEDAATYYCQHWSSKPPTFGGGTKLEIK']. Result: 1 (developable). (3) Result: 1 (developable). The antibody is ['QVQLLQSGAEVKKPGSSVKVSCKASGGTFSSYAISWVRQAPGQGLEWMGGIIPVFGSANYAQKFQGRVTITADEATSTTYMELSSLRSEDTAVYFCAKGGEDGDYLSDPFYYNHGMDVWGQGTTVTVAS', 'DIQMTQSPSLSASVGDRVTITCRASQSISSYLNWYQQKPGKVPKLLIYAASSLQSGVPSRFSGSGSGTDFTLTISSLQPEDFATYYCQQSYSTSHTFGQGTKLEIK']. (4) The antibody is ['QVQLQQSGPGLVKPSQTLSLTCGISGDSVSSKSAAWNWIRQSPSRGLEWLGRTYYRSKWHNDYAVSVKSRITINPDTSKNQFSLQLNSVTPEDTAVYYCARGQMGALDVWGQGTTVTVSS', 'QSVLTQPPSASGTPGQRVTISCSGSSSNIGSYYVYWYQQFPGTAPKLLIYGNNQRPSGVPDRFSGSKSGTSASLAITGLQAEDEADYYCQSYDSSLSGVIFGGGTKLTVL']. Result: 0 (not developable).